This data is from Ames mutagenicity test results for genotoxicity prediction. The task is: Regression/Classification. Given a drug SMILES string, predict its toxicity properties. Task type varies by dataset: regression for continuous values (e.g., LD50, hERG inhibition percentage) or binary classification for toxic/non-toxic outcomes (e.g., AMES mutagenicity, cardiotoxicity, hepatotoxicity). Dataset: ames. (1) The drug is O=[N+]([O-])c1ccccc1SS/C(Cl)=C(\Cl)C(F)(F)F. The result is 1 (mutagenic). (2) The compound is O=C1C2CC=CCC2C(=O)N1SC(Cl)(Cl)Cl. The result is 1 (mutagenic). (3) The drug is O=S(=O)(O)c1ccc(N=Nc2c(O)ccc3cc(S(=O)(=O)O)ccc23)cc1. The result is 0 (non-mutagenic). (4) The molecule is COC(=O)C12Oc3ccc(-c4ccc5c(c4O)C(O)=C4C(=O)CC(C)C(O)C4(C(=O)OC)O5)c(O)c3C(O)=C1C(=O)CC(C)C2O. The result is 0 (non-mutagenic). (5) The drug is Cc1ccc(NC(N)=O)cc1. The result is 0 (non-mutagenic).